Dataset: Reaction yield outcomes from USPTO patents with 853,638 reactions. Task: Predict the reaction yield, written as a fraction of the theoretical maximum amount of product (1.0 means a 100% yield; for example, 0.34 means a 34% yield). (1) The reactants are [F:1][CH2:2][CH:3]([O:6][C:7]1[CH:12]=[C:11]([CH3:13])[C:10]([C:14]2[CH:19]=[CH:18][CH:17]=[C:16]([CH2:20][O:21][C:22]3[CH:27]=[CH:26][C:25]([C:28]4([CH2:32][C:33]([O:35]CC)=[O:34])[CH2:31][O:30][CH2:29]4)=[CH:24][CH:23]=3)[CH:15]=2)=[C:9]([CH3:38])[CH:8]=1)[CH2:4][F:5]. The catalyst is C1COCC1.CO.O.[OH-].[Li+]. The product is [F:1][CH2:2][CH:3]([O:6][C:7]1[CH:8]=[C:9]([CH3:38])[C:10]([C:14]2[CH:19]=[CH:18][CH:17]=[C:16]([CH2:20][O:21][C:22]3[CH:27]=[CH:26][C:25]([C:28]4([CH2:32][C:33]([OH:35])=[O:34])[CH2:29][O:30][CH2:31]4)=[CH:24][CH:23]=3)[CH:15]=2)=[C:11]([CH3:13])[CH:12]=1)[CH2:4][F:5]. The yield is 0.827. (2) The reactants are [OH:1][C:2]1[CH:10]=[C:9]2[C:5]([CH2:6][CH2:7][C:8]2=[O:11])=[CH:4][CH:3]=1.[F:12][CH2:13][CH2:14][CH2:15]O.C1(P(C2C=CC=CC=2)C2C=CC=CC=2)C=CC=CC=1.N(C(OC(C)C)=O)=NC(OC(C)C)=O. The catalyst is C1COCC1. The product is [F:12][CH2:13][CH2:14][CH2:15][O:1][C:2]1[CH:10]=[C:9]2[C:5]([CH2:6][CH2:7][C:8]2=[O:11])=[CH:4][CH:3]=1. The yield is 0.810. (3) The reactants are [Cl:1][C:2]1[CH:3]=[CH:4][CH:5]=[C:6]2[C:10]=1[N:9]([CH3:11])[CH:8]=[C:7]2[CH2:12][N:13]([CH3:30])[C:14](=[O:29])/[CH:15]=[CH:16]/[C:17]1[CH:18]=[N:19][C:20]([NH:23][CH2:24][C:25]([O:27]C)=O)=[CH:21][CH:22]=1.COC([CH2:35][NH:36]C1N=CC(/C=C/C(N(C)CC2C3C(=CC=CC=3)NC=2C)=O)=CC=1)=O. No catalyst specified. The product is [Cl:1][C:2]1[CH:3]=[CH:4][CH:5]=[C:6]2[C:10]=1[N:9]([CH3:11])[CH:8]=[C:7]2[CH2:12][N:13]([CH3:30])[C:14](=[O:29])/[CH:15]=[CH:16]/[C:17]1[CH:18]=[N:19][C:20]([NH:23][CH2:24][C:25]([NH:36][CH3:35])=[O:27])=[CH:21][CH:22]=1. The yield is 0.940. (4) The reactants are [C:1]([CH:3]([CH:12]([CH3:14])[CH3:13])[C:4]([NH:6][C:7]([NH:9][CH2:10][CH3:11])=[O:8])=[O:5])#[N:2].C[Si](N[Si](C)(C)C)(C)C.C[Si](Cl)(C)C. The product is [CH2:10]([N:9]1[C:1]([NH2:2])=[C:3]([CH:12]([CH3:13])[CH3:14])[C:4](=[O:5])[NH:6][C:7]1=[O:8])[CH3:11]. No catalyst specified. The yield is 0.424. (5) The reactants are [Si:1]([O:8][C@H:9]1[C@@H:13]([O:14][Si:15]([C:18]([CH3:21])([CH3:20])[CH3:19])([CH3:17])[CH3:16])[C@H:12]([N:22]2[CH:27]=[CH:26][C:25](=[O:28])[N:24]([CH2:29][C:30]3[CH:35]=[CH:34][C:33]([O:36][CH3:37])=[CH:32][CH:31]=3)[C:23]2=[O:38])[O:11][CH:10]1[C@H:39]([OH:70])[C@@H:40]([C:63]([O:65][C:66]([CH3:69])([CH3:68])[CH3:67])=[O:64])[NH:41][CH2:42][CH2:43][CH2:44][NH:45][C:46](=[O:62])[C@H:47]([C@@H:59]([OH:61])[CH3:60])[NH:48]C(=O)OCC1C=CC=CC=1)([C:4]([CH3:7])([CH3:6])[CH3:5])([CH3:3])[CH3:2]. The catalyst is CO.[Pd]. The product is [NH2:48][C@@H:47]([C@@H:59]([OH:61])[CH3:60])[C:46]([NH:45][CH2:44][CH2:43][CH2:42][NH:41][C@@H:40]([C@H:39]([CH:10]1[C@@H:9]([O:8][Si:1]([C:4]([CH3:5])([CH3:6])[CH3:7])([CH3:3])[CH3:2])[C@@H:13]([O:14][Si:15]([C:18]([CH3:19])([CH3:20])[CH3:21])([CH3:17])[CH3:16])[C@H:12]([N:22]2[CH:27]=[CH:26][C:25](=[O:28])[N:24]([CH2:29][C:30]3[CH:35]=[CH:34][C:33]([O:36][CH3:37])=[CH:32][CH:31]=3)[C:23]2=[O:38])[O:11]1)[OH:70])[C:63]([O:65][C:66]([CH3:68])([CH3:69])[CH3:67])=[O:64])=[O:62]. The yield is 0.970. (6) The reactants are [C:1]([CH2:9][NH:10][CH2:11][C:12]1[CH:13]=[C:14]([C:18]2[CH:23]=[CH:22][C:21]([CH2:24][C@H:25]([NH:31][C:32]([O:34][C:35]([CH3:38])([CH3:37])[CH3:36])=[O:33])[C:26]([O:28][CH2:29]C)=[O:27])=[CH:20][CH:19]=2)[CH:15]=[CH:16][CH:17]=1)(=[O:8])[C:2]1[CH:7]=[CH:6][CH:5]=[CH:4][CH:3]=1.C(OC(N[C@H](CC1C=CC(C2C=CC=C(CNC)C=2)=CC=1)C(OC)=O)=O)(C)(C)C. No catalyst specified. The product is [C:1]([CH2:9][NH:10][CH2:11][C:12]1[CH:13]=[C:14]([C:18]2[CH:23]=[CH:22][C:21]([CH2:24][C@@H:25]([NH:31][C:32]([O:34][C:35]([CH3:38])([CH3:37])[CH3:36])=[O:33])[C:26]([O:28][CH3:29])=[O:27])=[CH:20][CH:19]=2)[CH:15]=[CH:16][CH:17]=1)(=[O:8])[C:2]1[CH:3]=[CH:4][CH:5]=[CH:6][CH:7]=1. The yield is 0.850. (7) The yield is 0.960. The reactants are Cl.[CH2:2]([O:4][C:5](=[O:8])[CH2:6][NH2:7])[CH3:3].[CH:9](=O)[C:10]1[CH:15]=[CH:14][CH:13]=[CH:12][CH:11]=1.C(OC)(OC)OC.C(N(CC)CC)C. The catalyst is O.C1(C)C=CC=CC=1.CN1CCCC1=O. The product is [CH2:2]([O:4][C:5](=[O:8])[CH2:6]/[N:7]=[CH:9]/[C:10]1[CH:15]=[CH:14][CH:13]=[CH:12][CH:11]=1)[CH3:3]. (8) The product is [OH:39][C:33]([C:35]([F:38])([F:37])[F:36])=[O:34].[Cl:1][C:2]1[CH:3]=[C:4]([C@@H:8]([C@@H:9]2[CH2:14][CH2:13][CH2:12][NH:11][CH2:10]2)[O:22][CH2:23][CH2:24][NH:25][C:26](=[O:27])[OH:28])[CH:5]=[CH:6][CH:7]=1. The yield is 1.00. No catalyst specified. The reactants are [Cl:1][C:2]1[CH:3]=[C:4]([C@H:8]([O:22][CH2:23][CH2:24][NH:25][C:26]([O:28]C)=[O:27])[C@@H:9]2[CH2:14][CH2:13][CH2:12][N:11](C(OC(C)(C)C)=O)[CH2:10]2)[CH:5]=[CH:6][CH:7]=1.C(Cl)Cl.[C:33]([OH:39])([C:35]([F:38])([F:37])[F:36])=[O:34].